Dataset: Catalyst prediction with 721,799 reactions and 888 catalyst types from USPTO. Task: Predict which catalyst facilitates the given reaction. (1) Reactant: [N:1]([CH2:4][C:5]([O:7][CH2:8][CH3:9])=[O:6])=[C:2]=[O:3].[C:10]1([CH2:16][N:17]2[C:22](=[O:23])[CH2:21][C:20](=[O:24])[NH:19][C:18]2=[O:25])[CH:15]=[CH:14][CH:13]=[CH:12][CH:11]=1.C(N(C(C)C)C(C)C)C. Product: [OH:24][C:20]1[NH:19][C:18](=[O:25])[N:17]([CH2:16][C:10]2[CH:11]=[CH:12][CH:13]=[CH:14][CH:15]=2)[C:22](=[O:23])[C:21]=1[C:2]([NH:1][CH2:4][C:5]([O:7][CH2:8][CH3:9])=[O:6])=[O:3]. The catalyst class is: 4. (2) Reactant: Cl[CH2:2][C:3]1[CH:22]=[CH:21][C:6]([O:7][CH2:8][C:9]2[N:10]=[C:11]([C:15]3[CH:20]=[CH:19][CH:18]=[CH:17][CH:16]=3)[O:12][C:13]=2[CH3:14])=[CH:5][CH:4]=1.[C:23]1([C:29]2[N:30]=[C:31]([NH:40][CH2:41][CH2:42][CH3:43])[S:32][C:33]=2[CH2:34][CH2:35][C:36]([O:38][CH3:39])=[O:37])[CH:28]=[CH:27][CH:26]=[CH:25][CH:24]=1.[H-].[Na+].O. Product: [CH3:14][C:13]1[O:12][C:11]([C:15]2[CH:20]=[CH:19][CH:18]=[CH:17][CH:16]=2)=[N:10][C:9]=1[CH2:8][O:7][C:6]1[CH:21]=[CH:22][C:3]([CH2:2][N:40]([C:31]2[S:32][C:33]([CH2:34][CH2:35][C:36]([O:38][CH3:39])=[O:37])=[C:29]([C:23]3[CH:24]=[CH:25][CH:26]=[CH:27][CH:28]=3)[N:30]=2)[CH2:41][CH2:42][CH3:43])=[CH:4][CH:5]=1. The catalyst class is: 9. (3) Reactant: [F:1][C:2]1([F:11])[CH2:7][CH2:6][CH:5]([CH:8]=[N:9][OH:10])[CH2:4][CH2:3]1.C1C(=O)N([Cl:19])C(=O)C1. Product: [F:1][C:2]1([F:11])[CH2:3][CH2:4][CH:5]([C:8]([Cl:19])=[N:9][OH:10])[CH2:6][CH2:7]1. The catalyst class is: 18. (4) Reactant: [C:1]([C:5]1[CH:10]=[CH:9][C:8]([N+:11]([O-:13])=[O:12])=[CH:7][C:6]=1[OH:14])([CH3:4])([CH3:3])[CH3:2].[C:15]([O-])([O-])=O.[K+].[K+].CI. Product: [C:1]([C:5]1[CH:10]=[CH:9][C:8]([N+:11]([O-:13])=[O:12])=[CH:7][C:6]=1[O:14][CH3:15])([CH3:4])([CH3:2])[CH3:3]. The catalyst class is: 18. (5) Product: [C:34]1([N:24]2[C:25]([CH2:27][CH2:28][C:29]([OH:31])=[O:30])=[CH:26][C:22]([O:18][CH2:17][CH2:16][CH2:15][CH2:14][C:12]3[O:11][N:10]=[C:9]([C:6]4[CH:5]=[CH:4][C:3]([C:2]([F:1])([F:19])[F:20])=[CH:8][CH:7]=4)[CH:13]=3)=[N:23]2)[CH:39]=[CH:38][CH:37]=[CH:36][CH:35]=1. Reactant: [F:1][C:2]([F:20])([F:19])[C:3]1[CH:8]=[CH:7][C:6]([C:9]2[CH:13]=[C:12]([CH2:14][CH2:15][CH2:16][CH2:17][OH:18])[O:11][N:10]=2)=[CH:5][CH:4]=1.O[C:22]1[CH:26]=[C:25]([CH2:27][CH2:28][C:29]([O:31]CC)=[O:30])[N:24]([C:34]2[CH:39]=[CH:38][CH:37]=[CH:36][CH:35]=2)[N:23]=1.C1(P(C2C=CC=CC=2)C2C=CC=CC=2)C=CC=CC=1.N(C(OCC)=O)=NC(OCC)=O. The catalyst class is: 359. (6) Reactant: [Br:1][C:2]1[CH:3]=[C:4]2[C:9](=[CH:10][CH:11]=1)[C:8](=[O:12])[N:7]([CH2:13][C:14]1[CH:19]=[CH:18][C:17]([S:20]([CH3:23])(=[O:22])=[O:21])=[CH:16][CH:15]=1)[C:6]([CH2:24][OH:25])=[C:5]2[C:26]1[CH:31]=[CH:30][CH:29]=[CH:28][CH:27]=1.C(N(CC)CC)C.O.Cl. Product: [Br:1][C:2]1[CH:3]=[C:4]2[C:9](=[CH:10][CH:11]=1)[C:8](=[O:12])[N:7]([CH2:13][C:14]1[CH:15]=[CH:16][C:17]([S:20]([CH3:23])(=[O:21])=[O:22])=[CH:18][CH:19]=1)[C:6]([CH:24]=[O:25])=[C:5]2[C:26]1[CH:27]=[CH:28][CH:29]=[CH:30][CH:31]=1. The catalyst class is: 16. (7) Reactant: C([Li])CCC.Br[C:7]1[CH:16]=[CH:15][C:14]2[C:9](=[CH:10][CH:11]=[C:12]([O:17][CH3:18])[CH:13]=2)[CH:8]=1.[N:19]12[CH2:26][CH2:25][CH:22]([CH2:23][CH2:24]1)[C:21](=[O:27])[CH2:20]2.[OH-].[Na+]. Product: [CH3:18][O:17][C:12]1[CH:13]=[C:14]2[C:9](=[CH:10][CH:11]=1)[CH:8]=[C:7]([C:21]1([OH:27])[CH:22]3[CH2:25][CH2:26][N:19]([CH2:24][CH2:23]3)[CH2:20]1)[CH:16]=[CH:15]2. The catalyst class is: 581.